This data is from HIV replication inhibition screening data with 41,000+ compounds from the AIDS Antiviral Screen. The task is: Binary Classification. Given a drug SMILES string, predict its activity (active/inactive) in a high-throughput screening assay against a specified biological target. (1) The drug is O=C(CS(=O)(=O)c1ccccc1)c1ccccc1. The result is 0 (inactive). (2) The result is 0 (inactive). The drug is CCC(C)C(=O)OC1C(O)C2C(CN3CC(C)CCC3C2(C)O)C2CC34OC5(O)C(OC(=O)C(C)(O)CC)CCC3(C)C5C(OC(C)=O)C(OC(C)=O)C4C21O.